This data is from Forward reaction prediction with 1.9M reactions from USPTO patents (1976-2016). The task is: Predict the product of the given reaction. (1) Given the reactants [Cl:1][C:2]1[CH:7]=[CH:6][CH:5]=[CH:4][C:3]=1[N:8]1[C:16]2[C:15](=[O:17])[N:14]([CH2:18][O:19][C:20](=[O:25])[C:21]([CH3:24])([CH3:23])[CH3:22])[C:13](=[O:26])[N:12](COC(=O)C(C)(C)C)[C:11]=2[N:10]=[C:9]1[N:35]1[CH2:40][CH2:39][N:38]([C:41]([O:43][C:44]([CH3:47])([CH3:46])[CH3:45])=[O:42])[CH2:37][CH2:36]1.Cl, predict the reaction product. The product is: [Cl:1][C:2]1[CH:7]=[CH:6][CH:5]=[CH:4][C:3]=1[N:8]1[C:16]2[C:15](=[O:17])[N:14]([CH2:18][O:19][C:20](=[O:25])[C:21]([CH3:24])([CH3:23])[CH3:22])[C:13](=[O:26])[NH:12][C:11]=2[N:10]=[C:9]1[N:35]1[CH2:40][CH2:39][N:38]([C:41]([O:43][C:44]([CH3:47])([CH3:46])[CH3:45])=[O:42])[CH2:37][CH2:36]1. (2) The product is: [Cl:1][C:2]1[C:11]2[C:6](=[N:7][CH:8]=[C:9]([F:12])[CH:10]=2)[NH:5][C:4](=[O:22])[C:3]=1[C:23]#[N:24]. Given the reactants [Cl:1][C:2]1[C:11]2[C:6](=[N:7][CH:8]=[C:9]([F:12])[CH:10]=2)[N:5](CC2C=CC(OC)=CC=2)[C:4](=[O:22])[C:3]=1[C:23]#[N:24], predict the reaction product.